Dataset: NCI-60 drug combinations with 297,098 pairs across 59 cell lines. Task: Regression. Given two drug SMILES strings and cell line genomic features, predict the synergy score measuring deviation from expected non-interaction effect. (1) Drug 1: CC1C(C(CC(O1)OC2CC(CC3=C2C(=C4C(=C3O)C(=O)C5=C(C4=O)C(=CC=C5)OC)O)(C(=O)CO)O)N)O.Cl. Drug 2: C1=NC2=C(N1)C(=S)N=CN2. Cell line: SNB-19. Synergy scores: CSS=40.4, Synergy_ZIP=1.14, Synergy_Bliss=3.47, Synergy_Loewe=-12.5, Synergy_HSA=3.99. (2) Drug 1: CN1CCC(CC1)COC2=C(C=C3C(=C2)N=CN=C3NC4=C(C=C(C=C4)Br)F)OC. Drug 2: CS(=O)(=O)C1=CC(=C(C=C1)C(=O)NC2=CC(=C(C=C2)Cl)C3=CC=CC=N3)Cl. Cell line: TK-10. Synergy scores: CSS=31.3, Synergy_ZIP=-8.68, Synergy_Bliss=2.60, Synergy_Loewe=-3.79, Synergy_HSA=2.78. (3) Drug 1: CCC1=C2CN3C(=CC4=C(C3=O)COC(=O)C4(CC)O)C2=NC5=C1C=C(C=C5)O. Drug 2: CN(C(=O)NC(C=O)C(C(C(CO)O)O)O)N=O. Cell line: NCI-H460. Synergy scores: CSS=12.7, Synergy_ZIP=-3.68, Synergy_Bliss=-1.85, Synergy_Loewe=-82.0, Synergy_HSA=-2.78. (4) Drug 1: COC1=C(C=C2C(=C1)N=CN=C2NC3=CC(=C(C=C3)F)Cl)OCCCN4CCOCC4. Drug 2: C1CC(=O)NC(=O)C1N2C(=O)C3=CC=CC=C3C2=O. Cell line: A498. Synergy scores: CSS=24.5, Synergy_ZIP=-2.70, Synergy_Bliss=-0.0677, Synergy_Loewe=-9.25, Synergy_HSA=-2.14. (5) Drug 1: C1CC(=O)NC(=O)C1N2CC3=C(C2=O)C=CC=C3N. Drug 2: CCN(CC)CCCC(C)NC1=C2C=C(C=CC2=NC3=C1C=CC(=C3)Cl)OC. Cell line: SW-620. Synergy scores: CSS=43.5, Synergy_ZIP=6.97, Synergy_Bliss=8.13, Synergy_Loewe=-15.7, Synergy_HSA=8.41. (6) Drug 1: CNC(=O)C1=CC=CC=C1SC2=CC3=C(C=C2)C(=NN3)C=CC4=CC=CC=N4. Drug 2: C1=CC(=CC=C1CC(C(=O)O)N)N(CCCl)CCCl.Cl. Cell line: HCT116. Synergy scores: CSS=26.6, Synergy_ZIP=-4.53, Synergy_Bliss=-0.195, Synergy_Loewe=-1.05, Synergy_HSA=0.813. (7) Drug 1: CC(CN1CC(=O)NC(=O)C1)N2CC(=O)NC(=O)C2. Drug 2: CC(C)(C#N)C1=CC(=CC(=C1)CN2C=NC=N2)C(C)(C)C#N. Cell line: A498. Synergy scores: CSS=19.7, Synergy_ZIP=0.392, Synergy_Bliss=-1.03, Synergy_Loewe=-0.275, Synergy_HSA=-0.353. (8) Drug 1: CC1=C2C(C(=O)C3(C(CC4C(C3C(C(C2(C)C)(CC1OC(=O)C(C(C5=CC=CC=C5)NC(=O)OC(C)(C)C)O)O)OC(=O)C6=CC=CC=C6)(CO4)OC(=O)C)OC)C)OC. Drug 2: CN1C(=O)N2C=NC(=C2N=N1)C(=O)N. Cell line: OVCAR3. Synergy scores: CSS=65.9, Synergy_ZIP=12.7, Synergy_Bliss=12.0, Synergy_Loewe=-30.0, Synergy_HSA=11.5. (9) Drug 1: CC1=C(C(CCC1)(C)C)C=CC(=CC=CC(=CC(=O)O)C)C. Drug 2: CCN(CC)CCNC(=O)C1=C(NC(=C1C)C=C2C3=C(C=CC(=C3)F)NC2=O)C. Cell line: K-562. Synergy scores: CSS=-3.75, Synergy_ZIP=-3.98, Synergy_Bliss=-8.67, Synergy_Loewe=-12.6, Synergy_HSA=-11.8.